The task is: Predict the product of the given reaction.. This data is from Forward reaction prediction with 1.9M reactions from USPTO patents (1976-2016). (1) Given the reactants [F:1][C:2]1[CH:8]=[CH:7][C:5]([NH2:6])=[C:4]([CH3:9])[CH:3]=1.[OH-:10].[Na+], predict the reaction product. The product is: [F:1][C:2]1[CH:8]=[CH:7][C:5]([NH:6][C:9](=[O:10])[C:4]2[CH:5]=[CH:7][CH:8]=[CH:2][CH:3]=2)=[C:4]([CH3:9])[CH:3]=1. (2) Given the reactants [C:1]([O:5][C:6]([N:8]1[C:13]2[CH:14]=[C:15]([Cl:20])[C:16]([O:18][CH3:19])=[CH:17][C:12]=2[O:11][CH:10]([C:21]([OH:23])=O)[CH2:9]1)=[O:7])([CH3:4])([CH3:3])[CH3:2].CCN=C=NCCCN(C)C.C1C=CC2N(O)N=NC=2C=1.CCN(C(C)C)C(C)C.[F:54][C:55]1[CH:68]=[CH:67][C:58]([CH2:59][N:60]2[CH2:65][CH2:64][CH:63]([NH2:66])[CH2:62][CH2:61]2)=[CH:57][CH:56]=1, predict the reaction product. The product is: [C:1]([O:5][C:6]([N:8]1[C:13]2[CH:14]=[C:15]([Cl:20])[C:16]([O:18][CH3:19])=[CH:17][C:12]=2[O:11][CH:10]([C:21](=[O:23])[NH:66][CH:63]2[CH2:62][CH2:61][N:60]([CH2:59][C:58]3[CH:67]=[CH:68][C:55]([F:54])=[CH:56][CH:57]=3)[CH2:65][CH2:64]2)[CH2:9]1)=[O:7])([CH3:3])([CH3:2])[CH3:4]. (3) Given the reactants [CH3:1][S:2]([N:5]1[CH2:10][CH2:9][CH2:8][C@H:7]([NH:11][C:12]2[C:17]([C:18]3[N:19]=[C:20]4[CH:26]=[CH:25][N:24](COCC[Si](C)(C)C)[C:21]4=[N:22][CH:23]=3)=[CH:16][N:15]=[C:14](S(C)(=O)=O)[N:13]=2)[CH2:6]1)(=[O:4])=[O:3].CS(C)(=O)=O.O1[CH2:49][CH2:48]OCC1, predict the reaction product. The product is: [CH2:10]([N:5]1[CH2:49][CH2:48][N:11]([C:14]2[N:13]=[C:12]([NH:11][C@H:7]3[CH2:8][CH2:9][CH2:10][N:5]([S:2]([CH3:1])(=[O:3])=[O:4])[CH2:6]3)[C:17]([C:18]3[N:19]=[C:20]4[CH:26]=[CH:25][NH:24][C:21]4=[N:22][CH:23]=3)=[CH:16][N:15]=2)[CH2:7][CH2:6]1)[CH3:9]. (4) Given the reactants [C:1]([C:4]1[O:5][C:6]2[CH:12]=[CH:11][CH:10]=[C:9]([O:13][CH3:14])[C:7]=2[N:8]=1)(=[O:3])[CH3:2].C1(C)C=CC(S(O)(=O)=O)=CC=1.[CH2:26](O)[CH2:27][OH:28], predict the reaction product. The product is: [CH3:14][O:13][C:9]1[C:7]2[N:8]=[C:4]([C:1]3([CH3:2])[O:28][CH2:27][CH2:26][O:3]3)[O:5][C:6]=2[CH:12]=[CH:11][CH:10]=1. (5) Given the reactants C([O:8][CH2:9][CH2:10][N:11]1[CH2:15][CH2:14][N:13]([C:16]2[C:20]([NH:21][C:22]([C:24]3[N:25]=[C:26]([C:29]4[CH:34]=[CH:33][N:32]=[C:31]([N:35]([CH2:43][C:44]([F:47])([F:46])[F:45])C(=O)OC(C)(C)C)[CH:30]=4)[O:27][CH:28]=3)=[O:23])=[CH:19][N:18]([CH3:48])[N:17]=2)[C:12]1=[O:49])C1C=CC=CC=1, predict the reaction product. The product is: [OH:8][CH2:9][CH2:10][N:11]1[CH2:15][CH2:14][N:13]([C:16]2[C:20]([NH:21][C:22]([C:24]3[N:25]=[C:26]([C:29]4[CH:34]=[CH:33][N:32]=[C:31]([NH:35][CH2:43][C:44]([F:45])([F:47])[F:46])[CH:30]=4)[O:27][CH:28]=3)=[O:23])=[CH:19][N:18]([CH3:48])[N:17]=2)[C:12]1=[O:49]. (6) Given the reactants [C:1]([NH:7][CH2:8][CH2:9][CH:10]1[CH2:15][CH2:14][N:13](C(OC(C)(C)C)=O)[CH2:12][CH2:11]1)(=[O:6])[C:2]([CH3:5])([CH3:4])[CH3:3].Cl, predict the reaction product. The product is: [NH:13]1[CH2:14][CH2:15][CH:10]([CH2:9][CH2:8][NH:7][C:1](=[O:6])[C:2]([CH3:4])([CH3:3])[CH3:5])[CH2:11][CH2:12]1. (7) Given the reactants [F:1][C:2]([F:14])([F:13])[CH2:3][CH2:4][C:5]1[N:10]=[CH:9]C(C#N)=[CH:7][CH:6]=1.[OH-:15].[K+].[CH3:17][CH2:18][OH:19], predict the reaction product. The product is: [F:1][C:2]([F:14])([F:13])[CH2:3][CH2:4][C:5]1[N:10]=[CH:9][C:17]([C:18]([OH:15])=[O:19])=[CH:7][CH:6]=1. (8) Given the reactants ClC1C=C(C=CC=1)C[N:6]1[CH:10]=[C:9]([CH3:11])[C:8]([C:12]2[CH:17]=[CH:16][C:15]([Cl:18])=[CH:14][CH:13]=2)=[C:7]1[C:19]([O:21][CH2:22][CH3:23])=[O:20].[H-].[Na+].ClC1C=C(C=CC=1)CBr, predict the reaction product. The product is: [Cl:18][C:15]1[CH:16]=[CH:17][C:12]([C:8]2[C:9]([CH3:11])=[CH:10][NH:6][C:7]=2[C:19]([O:21][CH2:22][CH3:23])=[O:20])=[CH:13][CH:14]=1. (9) Given the reactants [BH4-].[Na+].C([O:10][C:11]1[C:15]([C:16](=O)[C:17]2[CH:22]=[CH:21][C:20]([O:23][CH3:24])=[CH:19][CH:18]=2)=[C:14]([C:26]2[CH:31]=[CH:30][C:29]([N:32]([CH3:34])[CH3:33])=[CH:28][CH:27]=2)[N:13]([CH:35]([CH3:37])[CH3:36])[N:12]=1)C1C=CC=CC=1.[ClH:38], predict the reaction product. The product is: [ClH:38].[CH3:34][N:32]([C:29]1[CH:30]=[CH:31][C:26]([C:14]2[N:13]([CH:35]([CH3:36])[CH3:37])[NH:12][C:11](=[O:10])[C:15]=2[CH2:16][C:17]2[CH:18]=[CH:19][C:20]([O:23][CH3:24])=[CH:21][CH:22]=2)=[CH:27][CH:28]=1)[CH3:33].